This data is from Full USPTO retrosynthesis dataset with 1.9M reactions from patents (1976-2016). The task is: Predict the reactants needed to synthesize the given product. (1) Given the product [CH3:14][O:13][C:10]1[CH:11]=[CH:12][C:7]([C@:25]2([OH:30])[CH2:24][C@H:23]3[C@@:28]([CH3:29])([C@@H:20]([O:19][C:15]([CH3:17])([CH3:16])[CH3:18])[CH2:21][CH2:22]3)[CH2:27][CH2:26]2)=[CH:8][CH:9]=1.[CH3:14][O:13][C:10]1[CH:11]=[CH:12][C:7]([C@@:25]2([OH:30])[CH2:24][C@H:23]3[C@@:28]([CH3:29])([C@@H:20]([O:19][C:15]([CH3:17])([CH3:16])[CH3:18])[CH2:21][CH2:22]3)[CH2:27][CH2:26]2)=[CH:8][CH:9]=1, predict the reactants needed to synthesize it. The reactants are: [Mg].C(Br)CBr.Br[C:7]1[CH:12]=[CH:11][C:10]([O:13][CH3:14])=[CH:9][CH:8]=1.[C:15]([O:19][C@@H:20]1[C@:28]2([CH3:29])[C@H:23]([CH2:24][C:25](=[O:30])[CH2:26][CH2:27]2)[CH2:22][CH2:21]1)([CH3:18])([CH3:17])[CH3:16].[Cl-].[NH4+]. (2) Given the product [Cl:1][C:2]1[C:3]2[O:17][CH:14]([CH2:15][OH:16])[CH2:13][N:12]3[C:8](=[N:9][C:10]4[CH:21]=[CH:20][CH:19]=[CH:18][C:11]=43)[C:4]=2[CH:5]=[CH:6][CH:7]=1, predict the reactants needed to synthesize it. The reactants are: [Cl:1][C:2]1[C:3]([N+]([O-])=O)=[C:4]([C:8]2[N:12]([CH2:13][CH:14]([OH:17])[CH2:15][OH:16])[C:11]3[CH:18]=[CH:19][CH:20]=[CH:21][C:10]=3[N:9]=2)[CH:5]=[CH:6][CH:7]=1.[H-].[Na+]. (3) Given the product [Cl:21][C:15]1[CH:16]=[C:17]([Cl:20])[CH:18]=[CH:19][C:14]=1[C:13]1[CH:12]=[C:11]([C:36]2[CH:41]=[CH:40][N:39]=[C:38]3[NH:42][C:43](=[O:45])[O:44][C:37]=23)[S:10][C:9]=1[C:5]1[NH:4][CH:8]=[CH:7][N:6]=1, predict the reactants needed to synthesize it. The reactants are: C([N:4]1[CH:8]=[CH:7][N:6]=[C:5]1[C:9]1[S:10][C:11]([Sn](CCCC)(CCCC)CCCC)=[CH:12][C:13]=1[C:14]1[CH:19]=[CH:18][C:17]([Cl:20])=[CH:16][C:15]=1[Cl:21])C=C.I[C:36]1[CH:41]=[CH:40][N:39]=[C:38]2[NH:42][C:43](=[O:45])[O:44][C:37]=12. (4) Given the product [Cl:1][C:2]1[CH:7]=[C:6]2[N:8]([CH3:9])[C@@H:10]([CH3:13])[CH2:11][N:5]2[C:4](=[O:14])[N:3]=1, predict the reactants needed to synthesize it. The reactants are: [Cl:1][C:2]1[CH:7]=[C:6]([N:8]([C@@H:10]([CH3:13])[CH2:11]O)[CH3:9])[NH:5][C:4](=[O:14])[N:3]=1.C(N(CC)CC)C.CS(Cl)(=O)=O.